This data is from Reaction yield outcomes from USPTO patents with 853,638 reactions. The task is: Predict the reaction yield, written as a fraction of the theoretical maximum amount of product (1.0 means a 100% yield; for example, 0.34 means a 34% yield). The reactants are C(O[C:9]1[CH:14]=[CH:13][C:12]([C@@H:15]2[CH2:17][C@H:16]2[N+:18]([O-:20])=[O:19])=[CH:11][CH:10]=1)C1C=CC=CC=1.[Br:21]C1C=CC(/C=C/[N+]([O-])=O)=CC=1. No catalyst specified. The product is [Br:21][C:9]1[CH:14]=[CH:13][C:12]([C@@H:15]2[CH2:17][C@H:16]2[N+:18]([O-:20])=[O:19])=[CH:11][CH:10]=1. The yield is 0.270.